This data is from CYP1A2 inhibition data for predicting drug metabolism from PubChem BioAssay. The task is: Regression/Classification. Given a drug SMILES string, predict its absorption, distribution, metabolism, or excretion properties. Task type varies by dataset: regression for continuous measurements (e.g., permeability, clearance, half-life) or binary classification for categorical outcomes (e.g., BBB penetration, CYP inhibition). Dataset: cyp1a2_veith. (1) The drug is Cc1cnc(CNc2ncnc3ccc(-c4ccc(N(C)C)cc4)cc23)cn1. The result is 1 (inhibitor). (2) The result is 0 (non-inhibitor). The drug is CC(C)Cn1c(C(C)C)nc([N+](=O)[O-])c1S(=O)(=O)c1ccc(F)cc1. (3) The result is 1 (inhibitor). The drug is Cc1c(Cl)cccc1Nc1ccccc1C(=O)O. (4) The compound is Cc1ccc(SCc2nnc(NC(=O)c3ccccc3)s2)cc1. The result is 0 (non-inhibitor). (5) The molecule is C[N+]1(CCN=C=NC2CCCCC2)CCOCC1.Cc1ccc(S(=O)(=O)O)cc1. The result is 0 (non-inhibitor).